From a dataset of Full USPTO retrosynthesis dataset with 1.9M reactions from patents (1976-2016). Predict the reactants needed to synthesize the given product. (1) Given the product [Cl:1][C:2]1[CH:3]=[C:4]2[C:10]([C:11]3[N:16]=[C:15]([NH:17][C@H:18]4[CH2:23][CH2:22][CH2:21][CH2:20][C@@H:19]4[NH:24][CH3:25])[C:14]([F:29])=[CH:13][N:12]=3)=[CH:9][NH:8][C:5]2=[N:6][CH:7]=1, predict the reactants needed to synthesize it. The reactants are: [Cl:1][C:2]1[CH:3]=[C:4]2[C:10]([C:11]3[N:16]=[C:15]([NH:17][C@H:18]4[CH2:23][CH2:22][CH2:21][CH2:20][C@@H:19]4[NH:24][C:25](=O)OC)[C:14]([F:29])=[CH:13][N:12]=3)=[CH:9][N:8](S(C3C=CC(C)=CC=3)(=O)=O)[C:5]2=[N:6][CH:7]=1.[H-].[H-].[H-].[H-].[Li+].[Al+3]. (2) Given the product [CH2:17]([C:19]1[C:27]2[C:22](=[CH:23][CH:24]=[C:25]([O:28][C:29]([F:30])([F:32])[F:31])[CH:26]=2)[N:21]([NH:33][C:14]([C:10]2[C:11]([CH3:13])=[N:12][C:7]([C:2]3[CH:3]=[CH:4][CH:5]=[CH:6][N:1]=3)=[N:8][CH:9]=2)=[O:16])[CH:20]=1)[CH3:18], predict the reactants needed to synthesize it. The reactants are: [N:1]1[CH:6]=[CH:5][CH:4]=[CH:3][C:2]=1[C:7]1[N:12]=[C:11]([CH3:13])[C:10]([C:14]([OH:16])=O)=[CH:9][N:8]=1.[CH2:17]([C:19]1[C:27]2[C:22](=[CH:23][CH:24]=[C:25]([O:28][C:29]([F:32])([F:31])[F:30])[CH:26]=2)[N:21]([NH2:33])[CH:20]=1)[CH3:18].C[N+]1(C2N=C(OC)N=C(OC)N=2)CCOCC1.[Cl-]. (3) Given the product [CH2:1]([O:8][C:9]1([C:12]2[CH:17]=[CH:16][C:15]([C:18]#[C:19][C:20]3[CH:21]=[CH:22][C:23]([CH2:26][C:27]([OH:29])=[O:28])=[CH:24][CH:25]=3)=[CH:14][C:13]=2[CH2:31][CH3:32])[CH2:10][CH2:11]1)[C:2]1[CH:3]=[CH:4][CH:5]=[CH:6][CH:7]=1, predict the reactants needed to synthesize it. The reactants are: [CH2:1]([O:8][C:9]1([C:12]2[CH:17]=[CH:16][C:15]([C:18]#[C:19][C:20]3[CH:25]=[CH:24][C:23]([CH2:26][C:27]([O:29]C)=[O:28])=[CH:22][CH:21]=3)=[CH:14][C:13]=2[CH2:31][CH3:32])[CH2:11][CH2:10]1)[C:2]1[CH:7]=[CH:6][CH:5]=[CH:4][CH:3]=1.[OH-].[Na+]. (4) Given the product [CH3:32][CH:27]1[CH2:28][CH2:29][CH2:30][CH2:31][N:26]1[CH:23]1[CH2:24][CH2:25][NH:20][CH2:21][CH2:22]1, predict the reactants needed to synthesize it. The reactants are: FC1C=C(F)C=CC=1CNC1C(C2C=CC(F)=CC=2F)=CN=C([N:20]2[CH2:25][CH2:24][CH:23]([N:26]3[CH2:31][CH2:30][CH2:29][CH2:28][CH:27]3[CH3:32])[CH2:22][CH2:21]2)N=1.ClC1N=C(NCC2C=CC(F)=CC=2F)C(C2C=CC(F)=CC=2F)=CN=1. (5) Given the product [F:1][C:2]1[CH:3]=[CH:4][C:5]([CH3:36])=[C:6]([CH2:8][CH:9]([NH:11][C:12]2[CH:17]=[CH:16][NH:15][C:14](=[O:18])[C:13]=2[C:19]2[NH:20][C:21]3=[CH:29][C:28]4[CH2:27][N:26]([CH:31]([CH3:32])[CH3:33])[C:25](=[O:34])[C:24]=4[CH:23]=[C:22]3[N:35]=2)[CH3:10])[CH:7]=1, predict the reactants needed to synthesize it. The reactants are: [F:1][C:2]1[CH:3]=[CH:4][C:5]([CH3:36])=[C:6]([CH2:8][CH:9]([NH:11][C:12]2[CH:17]=[CH:16][NH:15][C:14](=[O:18])[C:13]=2[C:19]2[NH:35][C:22]3=[CH:23][C:24]4[C:25](=[O:34])[N:26]([CH:31]([CH3:33])[CH3:32])[C:27](=O)[C:28]=4[CH:29]=[C:21]3[N:20]=2)[CH3:10])[CH:7]=1. (6) Given the product [F:1][C:2]1[CH:11]=[C:10]2[C:5]([CH:6]=[CH:7][C:8]([CH3:12])=[N:9]2)=[C:4]([N:13]2[CH2:14][CH2:15][N:16]([CH2:20][C:21]([C:23]3[CH:24]=[CH:25][C:26]4[O:31][CH2:30][CH:29]=[N:28][C:27]=4[CH:33]=3)=[O:22])[CH2:17][CH2:18]2)[CH:3]=1, predict the reactants needed to synthesize it. The reactants are: [F:1][C:2]1[CH:11]=[C:10]2[C:5]([CH:6]=[CH:7][C:8]([CH3:12])=[N:9]2)=[C:4]([N:13]2[CH2:18][CH2:17][NH:16][CH2:15][CH2:14]2)[CH:3]=1.Cl[CH2:20][C:21]([C:23]1[CH:24]=[CH:25][C:26]2[O:31][CH2:30][C:29](=O)[NH:28][C:27]=2[CH:33]=1)=[O:22].C(N(CC)C(C)C)(C)C. (7) Given the product [Cl:1][C:2]1[CH:3]=[C:4](/[CH:21]=[CH:22]/[C:23]([OH:25])=[O:24])[CH:5]=[N:6][C:7]=1[NH:8][CH2:9][CH2:10][NH:11][C:12](=[O:20])[C:13]1[CH:18]=[CH:17][C:16]([Cl:19])=[CH:15][CH:14]=1, predict the reactants needed to synthesize it. The reactants are: [Cl:1][C:2]1[CH:3]=[C:4](/[CH:21]=[CH:22]/[C:23]([O:25]CC)=[O:24])[CH:5]=[N:6][C:7]=1[NH:8][CH2:9][CH2:10][NH:11][C:12](=[O:20])[C:13]1[CH:18]=[CH:17][C:16]([Cl:19])=[CH:15][CH:14]=1.[OH-].[Na+].